From a dataset of Peptide-MHC class I binding affinity with 185,985 pairs from IEDB/IMGT. Regression. Given a peptide amino acid sequence and an MHC pseudo amino acid sequence, predict their binding affinity value. This is MHC class I binding data. The peptide sequence is RLWNGRRCR. The MHC is HLA-A24:03 with pseudo-sequence HLA-A24:03. The binding affinity (normalized) is 0.0847.